From a dataset of hERG Central: cardiac toxicity at 1µM, 10µM, and general inhibition. Predict hERG channel inhibition at various concentrations. (1) The molecule is Cl.N=c1n(CCN2CCCC2)c2ccccc2n1CC(O)c1ccc(Cl)c(Cl)c1. Results: hERG_inhib (hERG inhibition (general)): blocker. (2) The compound is CN1CCc2nc(SCC(=O)Nc3cccc(F)c3)c(C#N)c(-c3cccs3)c2C1. Results: hERG_inhib (hERG inhibition (general)): blocker. (3) The compound is CCN1C(=NCCc2cccs2)N[C@@H](c2cccs2)C(C(=O)OC)=C1C. Results: hERG_inhib (hERG inhibition (general)): blocker. (4) The drug is Cc1cc(N2CCN(C)CC2)nc2ccc(NC(=O)CCC3CCCC3)cc12. Results: hERG_inhib (hERG inhibition (general)): blocker.